Dataset: Experimentally validated miRNA-target interactions with 360,000+ pairs, plus equal number of negative samples. Task: Binary Classification. Given a miRNA mature sequence and a target amino acid sequence, predict their likelihood of interaction. The protein sequence of the target gene is MTPALREATAKGISFSSLPSTMESDKMLYMESPRTVDEKLKGDTFSQMLGFPTPEPTLNTNFVNLKHFGSPQSSKHYQTVFLMRSNSTLNKHNENYKQKKLGEPSCNKLKNILYNGSNIQLSKICLSHSEEFIKKEPLSDTTSQCMKDVQIILDSNITKDTNVDKVQLQNCKWYQENALLDKVTDAEIKKGLLHCTQKKIVPGHSNVPVSSSAAEKEEEVHARLLHCVSKQKILLSQARRTQKHLQMLLAKHVVKHYGQQMKLSMKHQLPKMKTFHEPTTILGNSLPKCTEIKPEVNTLT.... Result: 1 (interaction). The miRNA is hsa-miR-335-3p with sequence UUUUUCAUUAUUGCUCCUGACC.